This data is from Peptide-MHC class I binding affinity with 185,985 pairs from IEDB/IMGT. The task is: Regression. Given a peptide amino acid sequence and an MHC pseudo amino acid sequence, predict their binding affinity value. This is MHC class I binding data. (1) The peptide sequence is KSENLKSLY. The MHC is Mamu-A02 with pseudo-sequence Mamu-A02. The binding affinity (normalized) is 1.00. (2) The peptide sequence is MQYLNPPPY. The MHC is HLA-B39:01 with pseudo-sequence HLA-B39:01. The binding affinity (normalized) is 0.0847. (3) The peptide sequence is LMMTTIGIVL. The MHC is HLA-A02:17 with pseudo-sequence HLA-A02:17. The binding affinity (normalized) is 0.345. (4) The peptide sequence is RQYPWGVVQV. The MHC is Mamu-B3901 with pseudo-sequence Mamu-B3901. The binding affinity (normalized) is 0.0851. (5) The peptide sequence is LFDIPLLTVY. The MHC is HLA-A68:01 with pseudo-sequence HLA-A68:01. The binding affinity (normalized) is 0.135. (6) The binding affinity (normalized) is 0.0847. The peptide sequence is DTDISQLHH. The MHC is HLA-A30:01 with pseudo-sequence HLA-A30:01. (7) The peptide sequence is SFSIFLLALL. The MHC is Patr-A0701 with pseudo-sequence Patr-A0701. The binding affinity (normalized) is 0.537. (8) The peptide sequence is KMETLQRKY. The MHC is HLA-A30:02 with pseudo-sequence HLA-A30:02. The binding affinity (normalized) is 0.